The task is: Predict the reaction yield, written as a fraction of the theoretical maximum amount of product (1.0 means a 100% yield; for example, 0.34 means a 34% yield).. This data is from Reaction yield outcomes from USPTO patents with 853,638 reactions. The reactants are [OH:1][C:2]1[C:17]([O:18][CH3:19])=[CH:16][C:5]2[C:6](=[O:15])[N:7]3[CH2:14][CH2:13][CH2:12][C@H:8]3[C:9](=[O:11])[NH:10][C:4]=2[CH:3]=1.C([O-])([O-])=O.[K+].[K+].[I:26][CH2:27][CH2:28][CH2:29][CH2:30][CH2:31]I. The catalyst is CN(C=O)C.C(Cl)Cl. The product is [I:26][CH2:27][CH2:28][CH2:29][CH2:30][CH2:31][O:1][C:2]1[C:17]([O:18][CH3:19])=[CH:16][C:5]2[C:6](=[O:15])[N:7]3[CH2:14][CH2:13][CH2:12][C@H:8]3[C:9](=[O:11])[NH:10][C:4]=2[CH:3]=1. The yield is 0.870.